Dataset: Catalyst prediction with 721,799 reactions and 888 catalyst types from USPTO. Task: Predict which catalyst facilitates the given reaction. Reactant: [Cl:1][C:2]1[C:7]([C:8]([F:11])([F:10])[F:9])=[CH:6][C:5]([C:12]2[N:16]=[CH:15][N:14](/[CH:17]=[CH:18]\[C:19]([O:21]C(C)C)=[O:20])[N:13]=2)=[CH:4][C:3]=1[C:25]([F:28])([F:27])[F:26].C1COCC1.[Li+].[OH-].Cl. Product: [Cl:1][C:2]1[C:7]([C:8]([F:9])([F:11])[F:10])=[CH:6][C:5]([C:12]2[N:16]=[CH:15][N:14](/[CH:17]=[CH:18]\[C:19]([OH:21])=[O:20])[N:13]=2)=[CH:4][C:3]=1[C:25]([F:26])([F:27])[F:28]. The catalyst class is: 6.